From a dataset of Experimentally validated miRNA-target interactions with 360,000+ pairs, plus equal number of negative samples. Binary Classification. Given a miRNA mature sequence and a target amino acid sequence, predict their likelihood of interaction. (1) The miRNA is mmu-miR-26a-5p with sequence UUCAAGUAAUCCAGGAUAGGCU. The protein sequence of the target gene is MCFPGSQISPARLYYLVSAPWICTGSLTSSRLPRRRESGPLRVPPRSVQAERILRLPAFGLPLLALLLVPLLPVRAQNPDAKVVSMGVEWLTRYGYLPPADPVHAQMQSLEKLQDAIKVMQRFAGLPETGQMDPMTIKTMRKPRCSLPDVLGAAGLVRRRRRYSLSGSVWKKRTLTWSIRSFSQKSQLSPQIVRTLLSYALAVWATESGLTFQEVNSQYQEPDIIIHFARAYHQDSYPFDGSGGTLAHAFFPGEHPISGDTHFDDEETWTFGSTDDNGIDLFAVAVHEFGHALGLGHSSA.... Result: 0 (no interaction). (2) Result: 0 (no interaction). The miRNA is cel-miR-1829c-5p with sequence AAGCGAAAUUCAAGAUGGUUGUA. The protein sequence of the target gene is MELLSPPLRDIDLTGPDGSLCSFETADDFYDDPCFDSPDLRFFEDLDPRLVHMGALLKPEEHAHFPTAVHPGPGAREDEHVRAPSGHHQAGRCLLWACKACKRKTTNADRRKAATMRERRRLSKVNEAFETLKRCTSSNPNQRLPKVEILRNAIRYIEGLQALLRDQDAAPPGAAAFYAPGPLPPGRGSEHYSGDSDASSPRSNCSDGMMDYSGPPSGPRRQNGYDTAYYSEAARESRPGKSAAVSSLDCLSSIVERISTDSPAAPALLLADAPPESPPGPPEGASLSDTEQGTQTPSPD.... (3) The miRNA is hsa-miR-4763-3p with sequence AGGCAGGGGCUGGUGCUGGGCGGG. The protein sequence of the target gene is MEPGRRGAAALLALLCVACALRAGRAQYERYSFRSFPRDELMPLESAYRHALDKYSGEHWAESVGYLEISLRLHRLLRDSEAFCHRNCSAAPQPEPAAGLASYPELRLFGGLLRRAHCLKRCKQGLPAFRQSQPSREVLADFQRREPYKFLQFAYFKANNLPKAIAAAHTFLLKHPDDEMMKRNMAYYKSLPGAEDYIKDLETKSYESLFIRAVRAYNGENWRTSITDMELALPDFFKAFYECLAACEGSREIKDFKDFYLSIADHYVEVLECKIQCEENLTPVIGGYPVEKFVATMYHY.... Result: 1 (interaction). (4) The miRNA is rno-miR-450a-5p with sequence UUUUGCGAUGUGUUCCUAAUGU. The protein sequence of the target gene is MAAPGALLVMGVSGSGKSTVGALLASELGWKFYDADDYHPEENRRKMGKGIPLNDQDRIPWLCNLHDILLRDVASGQRVVLACSALKKTYRDILTQGKDGVALKCEESGKEAKQAEMQLLVVHLSGSFEVISGRLLKREGHFMPPELLQSQFETLEPPAAPENFIQISVDKNVSEIIATIMETLKMK. Result: 0 (no interaction). (5) The miRNA is hsa-miR-654-3p with sequence UAUGUCUGCUGACCAUCACCUU. The protein sequence of the target gene is MAAQCVTKVELNVSCNNLLDADVTSKSDPLCVLFLNTSGHQWYEVERTERIKNSLNPKFSKTFVIDYYFEVVQKLKFGIYDIDNKTIELSDDDFLGECEVTLGQIVSSKKLTRPLVLKNGKPAGKGSITISAEEIKDNRVVLFEMEARKLDNKDLFGKSDPYLEFHKQTSDGHWLMVHRTEVIKNNLNPMWKPFKISLNSLCYGDMDKTIKVECYDYDNDGSHDLIGTFQTTMTKLKEASRSSPVEYECINEKKRQKKKSYKNSGVISVKHCEITVECTFLDYIMGGCQLNFTVGVDFTG.... Result: 0 (no interaction). (6) The protein sequence of the target gene is MFDIKAWAEYVVEWAAKDPYGFLTTVILALTPLFLASAVLSWKLAKMIEAREKEQKKKQKRQENIAKAKRLKKD. Result: 0 (no interaction). The miRNA is hsa-miR-548v with sequence AGCUACAGUUACUUUUGCACCA. (7) The miRNA is hsa-miR-1-3p with sequence UGGAAUGUAAAGAAGUAUGUAU. The protein sequence of the target gene is MAEDKTKPSELDQGKYDADDNVKIICLGDSAVGKSKLMERFLMDGFQPQQLSTYALTLYKHTATVDGRTILVDFWDTAGQERFQSMHASYYHKAHACIMVFDVQRKVTYRNLSTWYTELREFRPEIPCIVVANKIDDINVTQKSFNFAKKFSLPLYFVSAADGTNVVKLFNDAIRLAVSYKQNSQDFMDEIFQELENFSLEQEEEDVPDQEQSSSIETPSEEAASPHS. Result: 1 (interaction).